Dataset: Peptide-MHC class I binding affinity with 185,985 pairs from IEDB/IMGT. Task: Regression. Given a peptide amino acid sequence and an MHC pseudo amino acid sequence, predict their binding affinity value. This is MHC class I binding data. (1) The peptide sequence is KKSAFYQSY. The MHC is HLA-A26:01 with pseudo-sequence HLA-A26:01. The binding affinity (normalized) is 0.0847. (2) The peptide sequence is TTLSRTSKK. The MHC is HLA-A03:01 with pseudo-sequence HLA-A03:01. The binding affinity (normalized) is 0.754. (3) The MHC is BoLA-D18.4 with pseudo-sequence YYSEYREISENVYESNLYIAYSDYTWEYLNYRWY. The peptide sequence is SMHFYGWSL. The binding affinity (normalized) is 0.308. (4) The peptide sequence is APFTQCGYPA. The MHC is Patr-A0701 with pseudo-sequence Patr-A0701. The binding affinity (normalized) is 0.0320. (5) The peptide sequence is DILASIIDY. The MHC is HLA-B15:09 with pseudo-sequence HLA-B15:09. The binding affinity (normalized) is 0.0847. (6) The peptide sequence is RTLGVFRYK. The MHC is HLA-A80:01 with pseudo-sequence HLA-A80:01. The binding affinity (normalized) is 0.0847. (7) The binding affinity (normalized) is 0.0847. The peptide sequence is NSDTVDWSW. The MHC is HLA-B15:09 with pseudo-sequence HLA-B15:09. (8) The MHC is HLA-C14:02 with pseudo-sequence HLA-C14:02. The binding affinity (normalized) is 0.0847. The peptide sequence is FQILHDRFF. (9) The peptide sequence is SRYWEPEFY. The MHC is HLA-A69:01 with pseudo-sequence HLA-A69:01. The binding affinity (normalized) is 0.0847.